Dataset: Reaction yield outcomes from USPTO patents with 853,638 reactions. Task: Predict the reaction yield, written as a fraction of the theoretical maximum amount of product (1.0 means a 100% yield; for example, 0.34 means a 34% yield). (1) The reactants are [Li]N1C(C)(C)CCCC1(C)C.[CH3:12][O:13][C:14]1[CH:15]=[C:16]([CH:20]=[CH:21][CH:22]=1)[C:17]([OH:19])=[O:18].[F:23][C:24]1[CH:31]=[CH:30][C:27]([CH:28]=O)=[CH:26][CH:25]=1. The catalyst is C1COCC1. The product is [F:23][C:24]1[CH:31]=[CH:30][C:27]([CH:28]2[C:15]3[C:16](=[CH:20][CH:21]=[CH:22][C:14]=3[O:13][CH3:12])[C:17](=[O:19])[O:18]2)=[CH:26][CH:25]=1. The yield is 0.106. (2) The reactants are Cl.[NH2:2][CH:3]1[CH2:11][C:10]2[C:5](=[CH:6][CH:7]=[CH:8][CH:9]=2)[CH2:4]1.C(N(CC)C(C)C)(C)C.[Cl:21][CH2:22][CH2:23][N:24]=[C:25]=[O:26]. The catalyst is C(#N)C. The product is [Cl:21][CH2:22][CH2:23][NH:24][C:25]([NH:2][CH:3]1[CH2:11][C:10]2[C:5](=[CH:6][CH:7]=[CH:8][CH:9]=2)[CH2:4]1)=[O:26]. The yield is 0.470. (3) The reactants are [OH:1][C@@H:2]([CH2:6][C:7]1[CH:12]=[CH:11][CH:10]=[CH:9][CH:8]=1)[C:3]([OH:5])=[O:4].O.[C:14]1(C)C=CC(S(O)(=O)=O)=CC=1.O. The catalyst is CO. The product is [OH:1][C@@H:2]([CH2:6][C:7]1[CH:12]=[CH:11][CH:10]=[CH:9][CH:8]=1)[C:3]([O:5][CH3:14])=[O:4]. The yield is 0.980. (4) The reactants are C([O:4][C@H:5]([CH2:9][C:10]([NH:12][C:13]1[CH:18]=[CH:17][C:16]([C:19]2[C:23]([NH:24][C:25]([O:27][CH:28]([C:30]3[CH:35]=[CH:34][CH:33]=[CH:32][C:31]=3[Cl:36])[CH3:29])=[O:26])=[CH:22][O:21][N:20]=2)=[CH:15][CH:14]=1)=[O:11])[C:6]([OH:8])=[O:7])(=O)C.[OH-].[Na+].Cl. The catalyst is CO. The product is [Cl:36][C:31]1[CH:32]=[CH:33][CH:34]=[CH:35][C:30]=1[CH:28]([O:27][C:25]([NH:24][C:23]1[C:19]([C:16]2[CH:17]=[CH:18][C:13]([NH:12][C:10](=[O:11])[CH2:9][C@@H:5]([OH:4])[C:6]([OH:8])=[O:7])=[CH:14][CH:15]=2)=[N:20][O:21][CH:22]=1)=[O:26])[CH3:29]. The yield is 0.920. (5) The reactants are CO[CH:3](OC)[CH2:4][CH:5](OC)OC.Cl.[Cl:13][C:14]1[CH:23]=[C:22]([O:24][CH2:25][CH3:26])[C:21]([NH:27][NH2:28])=[CH:20][C:15]=1[C:16]([O:18][CH3:19])=[O:17]. The catalyst is CO. The product is [Cl:13][C:14]1[CH:23]=[C:22]([O:24][CH2:25][CH3:26])[C:21]([N:27]2[CH:5]=[CH:4][CH:3]=[N:28]2)=[CH:20][C:15]=1[C:16]([O:18][CH3:19])=[O:17]. The yield is 0.680. (6) The reactants are [F:1][C:2]1[CH:3]=[C:4]2[NH:10][C:9](=O)O[C:6](=[O:7])[C:5]2=[CH:12][C:13]=1[I:14].C(O)(=O)C.C(N)=[NH:20]. The catalyst is CN(C)C=O. The product is [OH:7][C:6]1[C:5]2[C:4](=[CH:3][C:2]([F:1])=[C:13]([I:14])[CH:12]=2)[N:10]=[CH:9][N:20]=1. The yield is 0.910.